Dataset: Catalyst prediction with 721,799 reactions and 888 catalyst types from USPTO. Task: Predict which catalyst facilitates the given reaction. (1) The catalyst class is: 114. Product: [NH2:26][C:22]1[N:23]=[CH:24][N:25]=[C:20]([NH:1][C@H:2]([C:4]2[N:5]([CH:16]3[CH2:18][CH2:17]3)[C:6](=[O:15])[C:7]3[C:12]([CH:13]=2)=[CH:11][CH:10]=[CH:9][C:8]=3[Cl:14])[CH3:3])[C:21]=1[C:27]1[O:31][N:30]=[C:29]([CH3:32])[N:28]=1. Reactant: [NH2:1][C@H:2]([C:4]1[N:5]([CH:16]2[CH2:18][CH2:17]2)[C:6](=[O:15])[C:7]2[C:12]([CH:13]=1)=[CH:11][CH:10]=[CH:9][C:8]=2[Cl:14])[CH3:3].Cl[C:20]1[N:25]=[CH:24][N:23]=[C:22]([NH2:26])[C:21]=1[C:27]1[O:31][N:30]=[C:29]([CH3:32])[N:28]=1.CCN(C(C)C)C(C)C. (2) Reactant: C([N:8]1[CH2:13][CH2:12][CH:11]([N:14]2[C:18]3=[N:19][C:20]([Cl:30])=[N:21][C:22]([N:23]4[CH2:28][CH2:27][O:26][CH:25]([CH3:29])[CH2:24]4)=[C:17]3[CH:16]=[N:15]2)[CH2:10][CH2:9]1)C1C=CC=CC=1.C(=O)([O-])[O-].[K+].[K+].Cl[C:38]([O:40][CH3:41])=[O:39]. Product: [Cl:30][C:20]1[N:19]=[C:18]2[N:14]([CH:11]3[CH2:12][CH2:13][N:8]([C:38]([O:40][CH3:41])=[O:39])[CH2:9][CH2:10]3)[N:15]=[CH:16][C:17]2=[C:22]([N:23]2[CH2:28][CH2:27][O:26][CH:25]([CH3:29])[CH2:24]2)[N:21]=1. The catalyst class is: 26. (3) Reactant: [Cl:1][C:2]1[CH:3]=[C:4]([CH2:20][C:21]([O:23]CC)=[O:22])[CH:5]=[CH:6][C:7]=1[O:8][CH2:9][C:10]1[CH:19]=[CH:18][C:17]2[C:12](=[CH:13][CH:14]=[CH:15][CH:16]=2)[N:11]=1.CO.O[Li].O.Cl. Product: [Cl:1][C:2]1[CH:3]=[C:4]([CH2:20][C:21]([OH:23])=[O:22])[CH:5]=[CH:6][C:7]=1[O:8][CH2:9][C:10]1[CH:19]=[CH:18][C:17]2[C:12](=[CH:13][CH:14]=[CH:15][CH:16]=2)[N:11]=1. The catalyst class is: 90. (4) Reactant: [N:1]1[CH:6]=[CH:5][CH:4]=[C:3]([O:7][C:8]2[CH:16]=[CH:15][C:11]([C:12]([OH:14])=O)=[CH:10][CH:9]=2)[CH:2]=1.[Mg+].[C:18]([O:24][CH2:25][C:26]1[CH:31]=[CH:30][CH:29]=[CH:28][CH:27]=1)(=[O:23])[CH2:19]C([O-])=O. Product: [O:14]=[C:12]([C:11]1[CH:10]=[CH:9][C:8]([O:7][C:3]2[CH:2]=[N:1][CH:6]=[CH:5][CH:4]=2)=[CH:16][CH:15]=1)[CH2:19][C:18]([O:24][CH2:25][C:26]1[CH:31]=[CH:30][CH:29]=[CH:28][CH:27]=1)=[O:23]. The catalyst class is: 7. (5) Reactant: [C:1]([O-:24])(=[O:23])[CH2:2][CH2:3][CH2:4][CH2:5][CH2:6][CH2:7][CH2:8][CH2:9][CH2:10][CH2:11][CH2:12][CH2:13][CH2:14][CH2:15][CH2:16][CH2:17][CH2:18][CH2:19][CH2:20][CH2:21][CH3:22].[Ag+:25]. Product: [Ag:25].[C:1]([O-:24])(=[O:23])[CH2:2][CH2:3][CH2:4][CH2:5][CH2:6][CH2:7][CH2:8][CH2:9][CH2:10][CH2:11][CH2:12][CH2:13][CH2:14][CH2:15][CH2:16][CH2:17][CH2:18][CH2:19][CH2:20][CH2:21][CH3:22].[Ag+:25]. The catalyst class is: 131. (6) Reactant: O(C#COO)O.[CH2:7]1[C:10]2([CH2:13][NH:12][CH2:11]2)[CH2:9][N:8]1[C:14]([O:16][C:17]([CH3:20])([CH3:19])[CH3:18])=[O:15].CCN(C(C)C)C(C)C.Cl[C:31]1([C:43]2[CH:48]=[C:47]([O:49][CH3:50])[CH:46]=[CH:45][C:44]=2[O:51][CH2:52][CH3:53])[C:39]2[C:34](=[CH:35][CH:36]=[C:37]([C:40]#[N:41])[CH:38]=2)[NH:33][C:32]1=[O:42].O. Product: [C:17]([O:16][C:14]([N:8]1[CH2:9][C:10]2([CH2:13][N:12]([C:31]3([C:43]4[CH:48]=[C:47]([O:49][CH3:50])[CH:46]=[CH:45][C:44]=4[O:51][CH2:52][CH3:53])[C:39]4[C:34](=[CH:35][CH:36]=[C:37]([C:40]#[N:41])[CH:38]=4)[NH:33][C:32]3=[O:42])[CH2:11]2)[CH2:7]1)=[O:15])([CH3:20])([CH3:19])[CH3:18]. The catalyst class is: 2. (7) The catalyst class is: 22. Reactant: [F:1][C:2]1[CH:7]=[C:6]([F:8])[CH:5]=[CH:4][C:3]=1[N:9]=[C:10]=[O:11].[O:12]1[CH2:17][CH2:16][N:15]([CH2:18][CH2:19][CH2:20][O:21][C:22]2[CH:23]=[C:24]([CH:26]=[CH:27][CH:28]=2)[NH2:25])[CH2:14][CH2:13]1. Product: [F:1][C:2]1[CH:7]=[C:6]([F:8])[CH:5]=[CH:4][C:3]=1[NH:9][C:10]([NH:25][C:24]1[CH:26]=[CH:27][CH:28]=[C:22]([O:21][CH2:20][CH2:19][CH2:18][N:15]2[CH2:14][CH2:13][O:12][CH2:17][CH2:16]2)[CH:23]=1)=[O:11].